Dataset: NCI-60 drug combinations with 297,098 pairs across 59 cell lines. Task: Regression. Given two drug SMILES strings and cell line genomic features, predict the synergy score measuring deviation from expected non-interaction effect. (1) Drug 1: CC12CCC3C(C1CCC2=O)CC(=C)C4=CC(=O)C=CC34C. Drug 2: CNC(=O)C1=NC=CC(=C1)OC2=CC=C(C=C2)NC(=O)NC3=CC(=C(C=C3)Cl)C(F)(F)F. Cell line: CAKI-1. Synergy scores: CSS=39.6, Synergy_ZIP=-5.53, Synergy_Bliss=-6.41, Synergy_Loewe=-3.90, Synergy_HSA=-3.39. (2) Drug 1: C1=CC(=CC=C1CCCC(=O)O)N(CCCl)CCCl. Drug 2: COC1=C2C(=CC3=C1OC=C3)C=CC(=O)O2. Cell line: CAKI-1. Synergy scores: CSS=38.6, Synergy_ZIP=7.85, Synergy_Bliss=7.97, Synergy_Loewe=8.02, Synergy_HSA=6.45.